Predict the product of the given reaction. From a dataset of Forward reaction prediction with 1.9M reactions from USPTO patents (1976-2016). (1) The product is: [CH2:1]([O:3][C:4]([C:6]1[CH:10]=[CH:9][N:8]([CH2:12][C:13]2[CH:18]=[CH:17][CH:16]=[CH:15][CH:14]=2)[C:7]=1[CH3:11])=[O:5])[CH3:2]. Given the reactants [CH2:1]([O:3][C:4]([C:6]1[CH:10]=[CH:9][NH:8][C:7]=1[CH3:11])=[O:5])[CH3:2].[CH2:12](Br)[C:13]1[CH:18]=[CH:17][CH:16]=[CH:15][CH:14]=1.[H-].[Na+], predict the reaction product. (2) Given the reactants [C:1]([C:5]1[CH:18]=[C:17]2[C:19]3=[C:20]4[C:10]([CH:11]=[CH:12][CH:13]=[C:14]4[CH:15]=[CH:16]2)=[CH:9][CH:8]=[C:7]3[CH:6]=1)([CH3:4])([CH3:3])[CH3:2].CO.[Br-:23].[Br-].[Br-].C([N+](C)(C)C)C1C=CC=CC=1.C([N+](C)(C)C)C1C=CC=CC=1.C([N+](C)(C)C)C1C=CC=CC=1.O, predict the reaction product. The product is: [Br:23][C:13]1[C:14]2[C:20]3=[C:19]4[C:17](=[CH:16][CH:15]=2)[CH:18]=[C:5]([C:1]([CH3:4])([CH3:2])[CH3:3])[CH:6]=[C:7]4[CH:8]=[CH:9][C:10]3=[CH:11][CH:12]=1.